This data is from Forward reaction prediction with 1.9M reactions from USPTO patents (1976-2016). The task is: Predict the product of the given reaction. (1) Given the reactants [CH3:1][C:2]1[N:3]=[CH:4][NH:5][CH:6]=1.C(#N)C.C(N(CC)CC)C.[F:17][C:18]1[CH:26]=[CH:25][CH:24]=[CH:23][C:19]=1[C:20](Cl)=[O:21], predict the reaction product. The product is: [F:17][C:18]1[CH:26]=[CH:25][CH:24]=[CH:23][C:19]=1[C:20]([C:4]1[NH:5][CH:6]=[C:2]([CH3:1])[N:3]=1)=[O:21]. (2) Given the reactants COC[O:4][C:5]1[CH:6]=[C:7]([CH:11]=[C:12]([O:23]COC)[C:13]=1[CH2:14]/[CH:15]=[CH:16]/[C:17]1[CH:22]=[CH:21][CH:20]=[CH:19][CH:18]=1)[C:8]([OH:10])=[O:9].OS(O)(=O)=O.[CH3:32]O, predict the reaction product. The product is: [CH3:32][O:10][C:8](=[O:9])[C:7]1[CH:6]=[C:5]([OH:4])[C:13]([CH2:14]/[CH:15]=[CH:16]/[C:17]2[CH:22]=[CH:21][CH:20]=[CH:19][CH:18]=2)=[C:12]([OH:23])[CH:11]=1. (3) Given the reactants Cl.[CH:2]1([NH:8][C:9]2[C:14]([CH3:15])=[C:13]([CH3:16])[N:12]=[C:11](NCC3C=CC=CN=3)[N:10]=2)[CH2:7][CH2:6][CH2:5][CH2:4][CH2:3]1.[F:25][C:26]([F:36])([F:35])[C:27]1[CH:34]=[CH:33][C:30]([CH2:31][NH2:32])=[CH:29][CH:28]=1, predict the reaction product. The product is: [CH:2]1([NH:8][C:9]2[C:14]([CH3:15])=[C:13]([CH3:16])[N:12]=[C:11]([NH:32][CH2:31][C:30]3[CH:33]=[CH:34][C:27]([C:26]([F:35])([F:36])[F:25])=[CH:28][CH:29]=3)[N:10]=2)[CH2:3][CH2:4][CH2:5][CH2:6][CH2:7]1. (4) Given the reactants [NH2:1][C:2]1[CH:7]=[C:6]([F:8])[C:5]([Cl:9])=[CH:4][C:3]=1[NH2:10].C(N(CC)CC)C.C1C=[CH:20][C:21](=[O:34])[C:22]2C=1C(C(Cl)=O)=C1C=2C=CC=C1, predict the reaction product. The product is: [CH:21]([O:34][CH:7]([CH3:6])[CH3:2])([CH3:22])[CH3:20].[NH2:1][C:2]1[CH:7]=[C:6]([F:8])[C:5]([Cl:9])=[CH:4][C:3]=1[NH-:10].